From a dataset of Forward reaction prediction with 1.9M reactions from USPTO patents (1976-2016). Predict the product of the given reaction. (1) Given the reactants [CH3:1][C:2]1[C:6]([CH2:7][C:8]([CH3:10])=[CH2:9])=[C:5]([CH3:11])[S:4][C:3]=1[C:12]([OH:14])=O.[CH3:15][Li], predict the reaction product. The product is: [CH3:1][C:2]1[C:6]([CH2:7][C:8]([CH3:10])=[CH2:9])=[C:5]([CH3:11])[S:4][C:3]=1[C:12](=[O:14])[CH3:15]. (2) Given the reactants [Cl:1][C:2]1[CH:7]=[CH:6][C:5]([C:8]2[NH:17][C:11]3=[N:12][CH:13]=[CH:14][C:15]([CH3:16])=[C:10]3[N:9]=2)=[CH:4][CH:3]=1.[O-:18][Mn](=O)(=O)=O.[K+].C[C:25]([OH:28])(C)C, predict the reaction product. The product is: [Cl:1][C:2]1[CH:3]=[CH:4][C:5]([C:8]2[NH:17][C:11]3=[N:12][CH:13]=[CH:14][C:15]([C:16]([O:28][CH3:25])=[O:18])=[C:10]3[N:9]=2)=[CH:6][CH:7]=1. (3) The product is: [Cl:46][C:34]1[C:35]([CH2:37][C:38]2[CH:43]=[CH:42][C:41]([CH2:44][CH3:45])=[CH:40][CH:39]=2)=[CH:36][C:31]([C@H:12]2[C@H:13]([OH:23])[C@@H:14]([OH:15])[C@H:9]([OH:8])[C@@H:10]([CH2:55][OH:56])[O:11]2)=[C:32]([CH2:47][CH2:48][O:49][CH2:50][C:51]([F:54])([F:52])[F:53])[CH:33]=1. Given the reactants C([O:8][C@H:9]1[C@H:14]([O:15]CC2C=CC=CC=2)[C@@H:13]([O:23]CC2C=CC=CC=2)[C@H:12]([C:31]2[CH:36]=[C:35]([CH2:37][C:38]3[CH:43]=[CH:42][C:41]([CH2:44][CH3:45])=[CH:40][CH:39]=3)[C:34]([Cl:46])=[CH:33][C:32]=2[CH2:47][CH2:48][O:49][CH2:50][C:51]([F:54])([F:53])[F:52])[O:11][C@@H:10]1[CH2:55][O:56]CC1C=CC=CC=1)C1C=CC=CC=1, predict the reaction product.